From a dataset of Reaction yield outcomes from USPTO patents with 853,638 reactions. Predict the reaction yield, written as a fraction of the theoretical maximum amount of product (1.0 means a 100% yield; for example, 0.34 means a 34% yield). (1) The reactants are [C:1]([O:5][C:6]([NH:8][C@H:9]([CH2:13][O:14][CH3:15])[C:10]([OH:12])=O)=[O:7])([CH3:4])([CH3:3])[CH3:2].Cl.[F:17][CH:18]1[CH2:21][NH:20][CH2:19]1.CN(C(ON1N=NC2C=CC=CC1=2)=[N+](C)C)C.F[P-](F)(F)(F)(F)F.C1C=CC2N(O)N=NC=2C=1.C(N(CC)C(C)C)(C)C. The catalyst is CN(C=O)C. The product is [C:1]([O:5][C:6](=[O:7])[NH:8][C@H:9]([CH2:13][O:14][CH3:15])[C:10]([N:20]1[CH2:21][CH:18]([F:17])[CH2:19]1)=[O:12])([CH3:2])([CH3:3])[CH3:4]. The yield is 0.530. (2) The reactants are [CH2:1]([C:5]1[N:9]([CH2:10][C:11]2[CH:16]=[CH:15][C:14]([C:17]3[C:18]([C:23]#[N:24])=[CH:19][CH:20]=[CH:21][CH:22]=3)=[CH:13][CH:12]=2)[C:8](=[O:25])[NH:7][N:6]=1)[CH2:2][CH2:3][CH3:4].[CH3:26][C:27]1([CH3:39])[CH2:31][C:30]2[CH:32]=[C:33](B(O)O)[CH:34]=[CH:35][C:29]=2[O:28]1.N1C=CC=CC=1.C(N(CC)CC)C. The catalyst is C(OCC)(=O)C.C([O-])(=O)C.[Cu+2].C([O-])(=O)C.ClCCl. The product is [CH2:1]([C:5]1[N:9]([CH2:10][C:11]2[CH:16]=[CH:15][C:14]([C:17]3[C:18]([C:23]#[N:24])=[CH:19][CH:20]=[CH:21][CH:22]=3)=[CH:13][CH:12]=2)[C:8](=[O:25])[N:7]([C:33]2[CH:34]=[CH:35][C:29]3[O:28][C:27]([CH3:26])([CH3:39])[CH2:31][C:30]=3[CH:32]=2)[N:6]=1)[CH2:2][CH2:3][CH3:4]. The yield is 1.00.